Dataset: Catalyst prediction with 721,799 reactions and 888 catalyst types from USPTO. Task: Predict which catalyst facilitates the given reaction. Reactant: [Cl:1][C:2]1[N:7]=[C:6](Cl)[CH:5]=[CH:4][N:3]=1.[OH:9][C:10]1[CH:39]=[CH:38][CH:37]=[CH:36][C:11]=1[CH2:12][NH:13][C:14](=[O:35])[NH:15][C:16]1[N:20]([C:21]2[CH:22]=[C:23]([CH:28]=[CH:29][CH:30]=2)[C:24]([O:26][CH3:27])=[O:25])[N:19]=[C:18]([C:31]([CH3:34])([CH3:33])[CH3:32])[CH:17]=1.[OH-].[Na+].[Cl-].[NH4+]. Product: [Cl:1][C:2]1[N:7]=[C:6]([O:9][C:10]2[CH:39]=[CH:38][CH:37]=[CH:36][C:11]=2[CH2:12][NH:13][C:14](=[O:35])[NH:15][C:16]2[N:20]([C:21]3[CH:22]=[C:23]([CH:28]=[CH:29][CH:30]=3)[C:24]([O:26][CH3:27])=[O:25])[N:19]=[C:18]([C:31]([CH3:34])([CH3:33])[CH3:32])[CH:17]=2)[CH:5]=[CH:4][N:3]=1. The catalyst class is: 21.